This data is from Full USPTO retrosynthesis dataset with 1.9M reactions from patents (1976-2016). The task is: Predict the reactants needed to synthesize the given product. The reactants are: [OH:1][C:2]1[CH:14]=[CH:13][C:5]2[C:6]([CH2:9][C:10]([OH:12])=[O:11])=[CH:7][O:8][C:4]=2[CH:3]=1.[C:15]1([C@H:21]([NH2:23])[CH3:22])[CH:20]=[CH:19][CH:18]=[CH:17][CH:16]=1.CO.C(OC(C)C)(C)C. Given the product [C:15]1([C@H:21]([NH2:23])[CH3:22])[CH:20]=[CH:19][CH:18]=[CH:17][CH:16]=1.[OH:1][C:2]1[CH:14]=[CH:13][C:5]2[C@H:6]([CH2:9][C:10]([OH:12])=[O:11])[CH2:7][O:8][C:4]=2[CH:3]=1, predict the reactants needed to synthesize it.